From a dataset of Catalyst prediction with 721,799 reactions and 888 catalyst types from USPTO. Predict which catalyst facilitates the given reaction. Reactant: C(O)(C(F)(F)F)=O.[Si:8]([O:15][C@H:16]1[C@H:21]([NH:22]C(=O)OC(C)(C)C)[CH2:20][CH2:19][N:18]([C:30]2[CH:35]=[C:34]([C:36]#[N:37])[CH:33]=[C:32]([NH:38][C:39]3[N:44]=[C:43]([N:45]([CH:55]4[CH2:57][CH2:56]4)[CH2:46][C:47]4[CH:52]=[CH:51][C:50]([O:53][CH3:54])=[CH:49][CH:48]=4)[C:42]4=[N:58][CH:59]=[C:60]([C:61]#[N:62])[N:41]4[N:40]=3)[C:31]=2[Cl:63])[CH2:17]1)([C:11]([CH3:14])([CH3:13])[CH3:12])([CH3:10])[CH3:9].C1(OC)C=CC=CC=1. Product: [NH2:22][C@@H:21]1[CH2:20][CH2:19][N:18]([C:30]2[C:31]([Cl:63])=[C:32]([NH:38][C:39]3[N:44]=[C:43]([N:45]([CH:55]4[CH2:56][CH2:57]4)[CH2:46][C:47]4[CH:48]=[CH:49][C:50]([O:53][CH3:54])=[CH:51][CH:52]=4)[C:42]4=[N:58][CH:59]=[C:60]([C:61]#[N:62])[N:41]4[N:40]=3)[CH:33]=[C:34]([C:36]#[N:37])[CH:35]=2)[CH2:17][C@H:16]1[O:15][Si:8]([C:11]([CH3:14])([CH3:13])[CH3:12])([CH3:10])[CH3:9].[NH2:22][C@@H:21]1[CH2:20][CH2:19][N:18]([C:30]2[C:31]([Cl:63])=[C:32]([NH:38][C:39]3[N:44]=[C:43]([NH:45][CH:55]4[CH2:56][CH2:57]4)[C:42]4=[N:58][CH:59]=[C:60]([C:61]#[N:62])[N:41]4[N:40]=3)[CH:33]=[C:34]([C:36]#[N:37])[CH:35]=2)[CH2:17][C@H:16]1[O:15][Si:8]([C:11]([CH3:14])([CH3:13])[CH3:12])([CH3:9])[CH3:10]. The catalyst class is: 4.